Dataset: Full USPTO retrosynthesis dataset with 1.9M reactions from patents (1976-2016). Task: Predict the reactants needed to synthesize the given product. (1) Given the product [CH2:15]([C:14]1[O:13][C:7]([C:4]2[CH:3]=[CH:2][CH:1]=[CH:6][CH:5]=2)=[C:8]([C:9]([OH:11])=[O:10])[N:12]=1)[CH2:16][CH2:17][CH3:18], predict the reactants needed to synthesize it. The reactants are: [CH:1]1[CH:6]=[CH:5][C:4]([CH:7]([OH:13])[CH:8]([NH2:12])[C:9]([OH:11])=[O:10])=[CH:3][CH:2]=1.[C:14](O)(=O)[CH2:15][CH2:16][CH2:17][CH3:18]. (2) The reactants are: [O:1]1[CH2:6][CH2:5][C:4](=O)[CH2:3][CH2:2]1.O.[C:9]([OH:13])(=O)[CH:10]=O.O.[NH2:15][NH2:16]. Given the product [N:15]1[NH:16][C:9](=[O:13])[CH:10]=[C:5]2[CH2:6][O:1][CH2:2][CH2:3][C:4]=12, predict the reactants needed to synthesize it. (3) Given the product [C:15]([C:17](=[C:11]1[CH2:12][CH2:13][N:8]([C:5]2[CH:6]=[CH:7][C:2]([F:1])=[CH:3][CH:4]=2)[CH2:9][CH2:10]1)[C:18]([O:20][CH2:21][CH3:22])=[O:19])#[N:16], predict the reactants needed to synthesize it. The reactants are: [F:1][C:2]1[CH:7]=[CH:6][C:5]([N:8]2[CH2:13][CH2:12][C:11](=O)[CH2:10][CH2:9]2)=[CH:4][CH:3]=1.[C:15]([CH2:17][C:18]([O:20][CH2:21][CH3:22])=[O:19])#[N:16].C([O-])(=O)C.[NH4+].